This data is from Forward reaction prediction with 1.9M reactions from USPTO patents (1976-2016). The task is: Predict the product of the given reaction. (1) Given the reactants Cl[C:2]1[N:7]=[CH:6][N:5]=[C:4]([NH:8][C:9]2[CH:14]=[CH:13][C:12]([N:15]3[CH2:20][CH2:19][N:18]([CH:21]4[CH2:24][O:23][CH2:22]4)[CH2:17][CH2:16]3)=[CH:11][CH:10]=2)[N:3]=1.[F:25][C:26]1[CH:33]=[CH:32][C:31](B2OC(C)(C)C(C)(C)O2)=[CH:30][C:27]=1[C:28]#[N:29].C(=O)([O-])[O-].[Na+].[Na+], predict the reaction product. The product is: [F:25][C:26]1[CH:33]=[CH:32][C:31]([C:2]2[N:3]=[C:4]([NH:8][C:9]3[CH:14]=[CH:13][C:12]([N:15]4[CH2:20][CH2:19][N:18]([CH:21]5[CH2:24][O:23][CH2:22]5)[CH2:17][CH2:16]4)=[CH:11][CH:10]=3)[N:5]=[CH:6][N:7]=2)=[CH:30][C:27]=1[C:28]#[N:29]. (2) Given the reactants [NH2:1][CH2:2][CH2:3][CH:4]1[CH2:9][CH2:8][N:7]([C:10](=[O:21])/[CH:11]=[CH:12]/[C:13]2[CH:18]=[C:17]([Cl:19])[CH:16]=[C:15]([Cl:20])[CH:14]=2)[CH2:6][CH2:5]1.[O:22]=[C:23]1[NH:27][CH:26]=[C:25]([C:28](O)=[O:29])[O:24]1.CCN(C(C)C)C(C)C.C(P1(=O)OP(CCC)(=O)OP(CCC)(=O)O1)CC, predict the reaction product. The product is: [Cl:20][C:15]1[CH:14]=[C:13](/[CH:12]=[CH:11]/[C:10]([N:7]2[CH2:6][CH2:5][CH:4]([CH2:3][CH2:2][NH:1][C:28]([C:25]3[O:24][C:23](=[O:22])[NH:27][CH:26]=3)=[O:29])[CH2:9][CH2:8]2)=[O:21])[CH:18]=[C:17]([Cl:19])[CH:16]=1.